Dataset: Full USPTO retrosynthesis dataset with 1.9M reactions from patents (1976-2016). Task: Predict the reactants needed to synthesize the given product. (1) Given the product [CH2:1]([C:3]1[N:8]=[C:7]([NH:9][N:10]=[C:26]([C:23]2[CH:24]=[CH:25][C:20]([CH3:19])=[CH:21][CH:22]=2)[CH3:28])[CH:6]=[C:5]([C:11]2[CH:16]=[CH:15][CH:14]=[CH:13][C:12]=2[O:17][CH3:18])[N:4]=1)[CH3:2], predict the reactants needed to synthesize it. The reactants are: [CH2:1]([C:3]1[N:8]=[C:7]([NH:9][NH2:10])[CH:6]=[C:5]([C:11]2[CH:16]=[CH:15][CH:14]=[CH:13][C:12]=2[O:17][CH3:18])[N:4]=1)[CH3:2].[CH3:19][C:20]1[CH:25]=[CH:24][C:23]([C:26]([CH3:28])=O)=[CH:22][CH:21]=1. (2) The reactants are: [OH:1][C@H:2]1[CH2:6][N:5]([CH2:7][CH2:8][N:9]2[C:18]3[C:13](=[CH:14][CH:15]=[C:16]([O:19][CH3:20])[CH:17]=3)[CH:12]=[CH:11][C:10]2=[O:21])[CH2:4][C@H:3]1[CH2:22][NH:23]C(=O)OCC1C=CC=CC=1. Given the product [NH2:23][CH2:22][C@H:3]1[C@@H:2]([OH:1])[CH2:6][N:5]([CH2:7][CH2:8][N:9]2[C:18]3[C:13](=[CH:14][CH:15]=[C:16]([O:19][CH3:20])[CH:17]=3)[CH:12]=[CH:11][C:10]2=[O:21])[CH2:4]1, predict the reactants needed to synthesize it.